Dataset: Reaction yield outcomes from USPTO patents with 853,638 reactions. Task: Predict the reaction yield, written as a fraction of the theoretical maximum amount of product (1.0 means a 100% yield; for example, 0.34 means a 34% yield). (1) The reactants are [Br:1][C:2]1[CH:3]=[C:4]2[C:8](=[CH:9][CH:10]=1)[NH:7][N:6]=[CH:5]2.[C:11](=O)([O-])[O-].[Cs+].[Cs+].IC. The catalyst is CN(C)C=O. The product is [Br:1][C:2]1[CH:3]=[C:4]2[C:8](=[CH:9][CH:10]=1)[N:7]([CH3:11])[N:6]=[CH:5]2. The yield is 0.700. (2) The reactants are F[C:2]1[CH:7]=[CH:6][CH:5]=[CH:4][C:3]=1[N+:8]([O-:10])=[O:9].CS(C)=O.C(=O)([O-])[O-].[K+].[K+].[NH2:21][C@@H:22]([CH3:25])[CH2:23][OH:24]. The catalyst is O. The product is [N+:8]([C:3]1[CH:4]=[CH:5][CH:6]=[CH:7][C:2]=1[NH:21][C@@H:22]([CH3:25])[CH2:23][OH:24])([O-:10])=[O:9]. The yield is 1.05. (3) The reactants are [N:1]1[C:10]2[C:5](=[CH:6][CH:7]=[CH:8][CH:9]=2)[C:4]([C:11]([C:13]2[N:14]=[CH:15][N:16]([C:18]([C:31]3[CH:36]=[CH:35][CH:34]=[CH:33][CH:32]=3)([C:25]3[CH:30]=[CH:29][CH:28]=[CH:27][CH:26]=3)[C:19]3[CH:24]=[CH:23][CH:22]=[CH:21][CH:20]=3)[CH:17]=2)=[O:12])=[CH:3][CH:2]=1.[CH3:37][Mg+].[Br-]. The catalyst is C1COCC1.CCOCC. The product is [NH3:1].[CH3:11][OH:12].[N:1]1[C:10]2[C:5](=[CH:6][CH:7]=[CH:8][CH:9]=2)[C:4]([C:11]([C:13]2[N:14]=[CH:15][N:16]([C:18]([C:31]3[CH:32]=[CH:33][CH:34]=[CH:35][CH:36]=3)([C:25]3[CH:26]=[CH:27][CH:28]=[CH:29][CH:30]=3)[C:19]3[CH:24]=[CH:23][CH:22]=[CH:21][CH:20]=3)[CH:17]=2)([OH:12])[CH3:37])=[CH:3][CH:2]=1. The yield is 0.0500. (4) The reactants are C([O:8][C@@H](C)CO)C1C=CC=CC=1.[CH2:13]([S:15]([C:18]1[CH:19]=[C:20]([C:24]2[C:29]3[C:30]4[CH:36]=[C:35]([CH3:37])[CH:34]=[N:33][C:31]=4[NH:32][C:28]=3[C:27]([O:38][CH2:39][CH2:40][CH2:41]N(C)C)=[N:26][CH:25]=2)[CH:21]=[CH:22][CH:23]=1)(=[O:17])=[O:16])[CH3:14]. The catalyst is CO.[Pd]. The product is [CH2:13]([S:15]([C:18]1[CH:19]=[C:20]([C:24]2[C:29]3[C:30]4[CH:36]=[C:35]([CH3:37])[CH:34]=[N:33][C:31]=4[NH:32][C:28]=3[C:27]([O:38][CH2:39][C@@H:40]([OH:8])[CH3:41])=[N:26][CH:25]=2)[CH:21]=[CH:22][CH:23]=1)(=[O:16])=[O:17])[CH3:14]. The yield is 0.130. (5) The catalyst is C(Cl)Cl. The reactants are [O:1]1[CH2:6][CH2:5][N:4]([C:7]2[C:16]3[C:11](=[CH:12][CH:13]=[CH:14][CH:15]=3)[C:10]([N:17]3[CH2:22][CH2:21][CH:20]([NH:23]C(=O)OC(C)(C)C)[CH2:19][CH2:18]3)=[N:9][N:8]=2)[CH2:3][CH2:2]1.FC(F)(F)C(O)=O. The yield is 0.999. The product is [O:1]1[CH2:2][CH2:3][N:4]([C:7]2[C:16]3[C:11](=[CH:12][CH:13]=[CH:14][CH:15]=3)[C:10]([N:17]3[CH2:18][CH2:19][CH:20]([NH2:23])[CH2:21][CH2:22]3)=[N:9][N:8]=2)[CH2:5][CH2:6]1. (6) The reactants are [NH:1]1[C:5]2=[N:6][CH:7]=[C:8]([NH2:10])[CH:9]=[C:4]2[CH:3]=[N:2]1.[Cl:11][C:12]1[C:17]([C:18](O)=[O:19])=[C:16]([F:21])[C:15]([NH:22][S:23]([CH2:26][CH2:27][CH3:28])(=[O:25])=[O:24])=[CH:14][CH:13]=1.CCN=C=NCCCN(C)C.C1C=CC2N(O)N=NC=2C=1. The catalyst is CN(C=O)C. The product is [Cl:11][C:12]1[C:17]([C:18]([NH:10][C:8]2[CH:9]=[C:4]3[CH:3]=[N:2][NH:1][C:5]3=[N:6][CH:7]=2)=[O:19])=[C:16]([F:21])[C:15]([NH:22][S:23]([CH2:26][CH2:27][CH3:28])(=[O:25])=[O:24])=[CH:14][CH:13]=1. The yield is 0.580. (7) The reactants are [CH3:1][O:2][C:3]1[CH:4]=[C:5]2[C:10](=[CH:11][C:12]=1[O:13][CH3:14])[N:9]=[CH:8][CH:7]=[C:6]2[O:15][C:16]1[CH:22]=[CH:21][C:19]([NH2:20])=[C:18]([CH3:23])[C:17]=1[CH3:24].C(N(CC)CC)C.[C:32](Cl)(Cl)=[S:33].[NH2:36][N:37]1[CH2:42][CH2:41][CH2:40][CH2:39][CH2:38]1. The catalyst is CN(C)C=O.C(OCC)(=O)C. The product is [CH3:1][O:2][C:3]1[CH:4]=[C:5]2[C:10](=[CH:11][C:12]=1[O:13][CH3:14])[N:9]=[CH:8][CH:7]=[C:6]2[O:15][C:16]1[CH:22]=[CH:21][C:19]([NH:20][C:32]([NH:36][N:37]2[CH2:42][CH2:41][CH2:40][CH2:39][CH2:38]2)=[S:33])=[C:18]([CH3:23])[C:17]=1[CH3:24]. The yield is 0.270. (8) The reactants are [C:1]([CH:5]([CH2:11][C:12]1[CH:17]=[CH:16][C:15]([O:18][CH3:19])=[CH:14][C:13]=1[CH2:20][NH:21][CH3:22])[CH2:6][C:7]([O:9][CH3:10])=[O:8])(OC)=[O:2].C(N(C(C)C)CC)(C)C. The catalyst is C1(C)C=CC=CC=1. The product is [CH3:19][O:18][C:15]1[CH:16]=[CH:17][C:12]2[CH2:11][CH:5]([CH2:6][C:7]([O:9][CH3:10])=[O:8])[C:1](=[O:2])[N:21]([CH3:22])[CH2:20][C:13]=2[CH:14]=1. The yield is 0.940. (9) The reactants are Br[C:2]1[CH:19]=[C:18]2[C:5]([CH2:6][C:7]3([C:17]2=[O:20])[CH2:16][CH2:15][C:14]2[C:9](=[CH:10][CH:11]=[CH:12][CH:13]=2)[CH2:8]3)=[CH:4][CH:3]=1.[C:21]([C:23]1[CH:24]=[C:25](B(O)O)[CH:26]=[CH:27][CH:28]=1)#[N:22]. The catalyst is O1CCOCC1.C([O-])([O-])=O.[Cs+].[Cs+].Cl[Pd](Cl)([P](C1C=CC=CC=1)(C1C=CC=CC=1)C1C=CC=CC=1)[P](C1C=CC=CC=1)(C1C=CC=CC=1)C1C=CC=CC=1. The product is [O:20]=[C:17]1[C:7]2([CH2:16][CH2:15][C:14]3[C:9](=[CH:10][CH:11]=[CH:12][CH:13]=3)[CH2:8]2)[CH2:6][C:5]2[C:18]1=[CH:19][C:2]([C:27]1[CH:28]=[C:23]([CH:24]=[CH:25][CH:26]=1)[C:21]#[N:22])=[CH:3][CH:4]=2. The yield is 0.0600. (10) The reactants are C([O:3][C:4](=[O:21])[C:5]1[CH:10]=[CH:9][C:8]([N:11]2[CH2:20][CH2:19][C:14]3([O:18][CH2:17][CH2:16][O:15]3)[CH2:13][CH2:12]2)=[CH:7][CH:6]=1)C.[OH-].[Na+].C(O)(=O)C. The catalyst is CO. The product is [O:15]1[C:14]2([CH2:19][CH2:20][N:11]([C:8]3[CH:9]=[CH:10][C:5]([C:4]([OH:21])=[O:3])=[CH:6][CH:7]=3)[CH2:12][CH2:13]2)[O:18][CH2:17][CH2:16]1. The yield is 0.990.